This data is from Catalyst prediction with 721,799 reactions and 888 catalyst types from USPTO. The task is: Predict which catalyst facilitates the given reaction. (1) Reactant: [OH-].[Na+].C[O:4][C:5](=[O:40])[C:6]1[CH:11]=[CH:10][C:9]([C:12]([NH:14][C:15]2[CH:20]=[CH:19][CH:18]=[C:17]([C:21]3[C:30]4[C:25](=[CH:26][C:27]([O:36][CH3:37])=[C:28]5[O:33][C:32]([CH3:35])([CH3:34])[CH2:31][C:29]5=4)[CH2:24][C:23]([CH3:39])([CH3:38])[N:22]=3)[CH:16]=2)=[O:13])=[CH:8][CH:7]=1.[ClH:41]. Product: [ClH:41].[CH3:37][O:36][C:27]1[CH:26]=[C:25]2[C:30](=[C:29]3[CH2:31][C:32]([CH3:35])([CH3:34])[O:33][C:28]=13)[C:21]([C:17]1[CH:16]=[C:15]([NH:14][C:12]([C:9]3[CH:8]=[CH:7][C:6]([C:5]([OH:40])=[O:4])=[CH:11][CH:10]=3)=[O:13])[CH:20]=[CH:19][CH:18]=1)=[N:22][C:23]([CH3:39])([CH3:38])[CH2:24]2. The catalyst class is: 430. (2) Reactant: [NH2:1][C:2]1[C:3]([C:13]([OH:15])=[O:14])=[CH:4][C:5]2[O:11][CH2:10][CH2:9][CH2:8][O:7][C:6]=2[CH:12]=1.[CH:16](=O)[CH:17]([CH3:19])[CH3:18].C(O)(=O)C.C(O[BH-](OC(=O)C)OC(=O)C)(=O)C.[Na+]. Product: [CH2:16]([NH:1][C:2]1[C:3]([C:13]([OH:15])=[O:14])=[CH:4][C:5]2[O:11][CH2:10][CH2:9][CH2:8][O:7][C:6]=2[CH:12]=1)[CH:17]([CH3:19])[CH3:18]. The catalyst class is: 279.